Dataset: Reaction yield outcomes from USPTO patents with 853,638 reactions. Task: Predict the reaction yield, written as a fraction of the theoretical maximum amount of product (1.0 means a 100% yield; for example, 0.34 means a 34% yield). The reactants are [CH3:1][C:2]1([CH2:15][OH:16])[CH2:11][CH2:10][C:9]2[C:4](=[C:5]([CH3:14])[CH:6]=[C:7](O)[C:8]=2[CH3:12])[O:3]1.[C:17]([OH:25])(=[O:24])[C:18]1[CH:23]=[CH:22][CH:21]=[CH:20][CH:19]=1.CC1C(C)=C(O)C=C[C:28]=1[OH:29].C(OC)(=O)C(C)=C.C=O.C(NCCCC)CCC.[H-].[Al+3].[Li+].[H-].[H-].[H-]. The catalyst is O1CCCC1.C(O)(=O)C. The product is [CH3:28][O:29][C:15]([C:2]1([CH3:1])[CH2:11][CH2:10][C:9]2[C:4](=[C:5]([CH3:14])[CH:6]=[C:7]([O:24][C:17](=[O:25])[C:18]3[CH:23]=[CH:22][CH:21]=[CH:20][CH:19]=3)[C:8]=2[CH3:12])[O:3]1)=[O:16]. The yield is 0.800.